From a dataset of Reaction yield outcomes from USPTO patents with 853,638 reactions. Predict the reaction yield, written as a fraction of the theoretical maximum amount of product (1.0 means a 100% yield; for example, 0.34 means a 34% yield). The reactants are COC(=O)N.[CH3:6][O:7][C:8](=[O:37])[NH:9][CH:10]([C:14]([N:16]1[CH2:20][CH2:19][CH2:18][CH:17]1[C:21]1[NH:22][C:23]([C:26]2[C:35]3[C:30](=[CH:31][CH:32]=[CH:33][CH:34]=3)[C:29](Br)=[CH:28][CH:27]=2)=[CH:24][N:25]=1)=[O:15])[CH:11]([CH3:13])[CH3:12].[CH3:38][O:39][C:40](=[O:73])[NH:41][CH:42]([C:46]([N:48]1[CH2:52][CH2:51][CH2:50][CH:49]1[C:53]1[NH:54][C:55]([C:58]2[CH:63]=[CH:62][C:61](B3OC(C)(C)C(C)(C)O3)=[CH:60][CH:59]=2)=[CH:56][N:57]=1)=[O:47])[CH:43]([CH3:45])[CH3:44].C([O-])(O)=O.[Na+]. The catalyst is COCCOC.O. The product is [CH3:6][O:7][C:8](=[O:37])[NH:9][CH:10]([C:14]([N:16]1[CH2:20][CH2:19][CH2:18][CH:17]1[C:21]1[NH:22][C:23]([C:26]2[C:35]3[C:30](=[CH:31][CH:32]=[CH:33][CH:34]=3)[C:29]([C:61]3[CH:62]=[CH:63][C:58]([C:55]4[NH:54][C:53]([CH:49]5[CH2:50][CH2:51][CH2:52][N:48]5[C:46](=[O:47])[CH:42]([NH:41][C:40]([O:39][CH3:38])=[O:73])[CH:43]([CH3:45])[CH3:44])=[N:57][CH:56]=4)=[CH:59][CH:60]=3)=[CH:28][CH:27]=2)=[CH:24][N:25]=1)=[O:15])[CH:11]([CH3:13])[CH3:12]. The yield is 0.210.